This data is from Full USPTO retrosynthesis dataset with 1.9M reactions from patents (1976-2016). The task is: Predict the reactants needed to synthesize the given product. (1) Given the product [Cl:1][C:2]1[N:3]=[C:4]([O:8][C:9]2[C:15]([CH3:16])=[CH:14][C:12]([N:13]=[CH:36][N:37]([CH2:25][CH3:35])[CH3:38])=[C:11]([CH3:17])[CH:10]=2)[S:5][C:6]=1[Cl:7], predict the reactants needed to synthesize it. The reactants are: [Cl:1][C:2]1[N:3]=[C:4]([O:8][C:9]2[C:15]([CH3:16])=[CH:14][C:12]([NH2:13])=[C:11]([CH3:17])[CH:10]=2)[S:5][C:6]=1[Cl:7].COC(OC)OC.[C:25]1([CH3:35])C=CC(S(O)(=O)=O)=CC=1.[CH3:36][NH:37][CH2:38]C. (2) Given the product [CH:1]([N:4]1[C:8]([C:9]2[N:18]=[C:17]3[C:16]4[CH:19]=[C:20]([S:24]([CH:25]5[CH2:26][CH2:27][N:28]([CH:31]([CH3:33])[CH3:32])[CH2:29][CH2:30]5)=[O:36])[C:21]([CH3:23])=[CH:22][C:15]=4[O:14][CH2:13][CH2:12][N:11]3[CH:10]=2)=[N:7][C:6]([CH3:34])=[N:5]1)([CH3:2])[CH3:3], predict the reactants needed to synthesize it. The reactants are: [CH:1]([N:4]1[C:8]([C:9]2[N:18]=[C:17]3[N:11]([CH2:12][CH2:13][O:14][C:15]4[CH:22]=[C:21]([CH3:23])[C:20]([S:24][CH:25]5[CH2:30][CH2:29][N:28]([CH:31]([CH3:33])[CH3:32])[CH2:27][CH2:26]5)=[CH:19][C:16]=43)[CH:10]=2)=[N:7][C:6]([CH3:34])=[N:5]1)([CH3:3])[CH3:2].C(O)(C(F)(F)F)=[O:36].C1C=C(Cl)C=C(C(OO)=O)C=1. (3) Given the product [CH2:11]([CH:12]1[CH2:13][CH2:14][CH:15]([CH2:18][OH:19])[CH2:16][CH2:17]1)[C:31]#[CH:3], predict the reactants needed to synthesize it. The reactants are: N.[Li].[CH:3]#C.C([SiH2]O[C:11]([CH3:31])(C)[CH:12]1[CH2:17][CH2:16][CH:15]([CH2:18][O:19]S(C2C=CC(C)=CC=2)(=O)=O)[CH2:14][CH2:13]1)(C)(C)C. (4) Given the product [O:39]1[C:48]2[CH:47]=[C:46]([CH2:49][N:24]3[CH2:23][CH2:22][N:21]([CH2:20][CH2:19][CH2:18][N:17]4[C:12]5[CH:11]=[C:10]([O:9][CH3:8])[CH:29]=[CH:28][C:13]=5[O:4][CH2:3][C:16]4=[O:27])[CH2:26][CH2:25]3)[N:45]=[CH:44][C:43]=2[O:42][CH2:41][CH2:40]1, predict the reactants needed to synthesize it. The reactants are: FC(F)(F)[C:3](O)=[O:4].[CH3:8][O:9][C:10]1[CH:29]=[CH:28][C:13]2CO[C:16](=[O:27])[N:17]([CH2:18][CH2:19][CH2:20][N:21]3[CH2:26][CH2:25][NH:24][CH2:23][CH2:22]3)[C:12]=2[CH:11]=1.C(N(CC)C(C)C)(C)C.[O:39]1[C:48]2[CH:47]=[C:46]([CH:49]=O)[N:45]=[CH:44][C:43]=2[O:42][CH2:41][CH2:40]1.C(O[BH-](OC(=O)C)OC(=O)C)(=O)C.[Na+]. (5) The reactants are: [Cl:1][C:2]1[N:7]=[C:6](S(C)=O)[N:5]=[C:4]2[N:11]([C:16]3[C:21]([F:22])=[CH:20][CH:19]=[CH:18][C:17]=3[F:23])[C:12](=[O:15])[NH:13][CH2:14][C:3]=12.[CH3:24][N:25]([CH3:29])[CH2:26][CH2:27][NH2:28].C(N(CC)CC)C. Given the product [Cl:1][C:2]1[N:7]=[C:6]([NH:28][CH2:27][CH2:26][N:25]([CH3:29])[CH3:24])[N:5]=[C:4]2[N:11]([C:16]3[C:21]([F:22])=[CH:20][CH:19]=[CH:18][C:17]=3[F:23])[C:12](=[O:15])[NH:13][CH2:14][C:3]=12, predict the reactants needed to synthesize it. (6) Given the product [CH3:3][C:2]1[N:36]=[N:4][C:5]([N:8]2[CH2:12][CH2:11][C@H:10]([C:13]([NH:15][C:16]3[CH:17]=[CH:18][C:19]([O:20][CH:21]4[CH2:22][CH2:23][N:24]([C:27]([O:29][C:30]([CH3:32])([CH3:31])[CH3:33])=[O:28])[CH2:25][CH2:26]4)=[CH:34][CH:35]=3)=[O:14])[CH2:9]2)=[CH:6][CH:7]=1, predict the reactants needed to synthesize it. The reactants are: Br[C:2]1[CH:3]=[N:4][CH:5]=[CH:6][CH:7]=1.[NH:8]1[CH2:12][CH2:11][C@H:10]([C:13]([NH:15][C:16]2[CH:35]=[CH:34][C:19]([O:20][CH:21]3[CH2:26][CH2:25][N:24]([C:27]([O:29][C:30]([CH3:33])([CH3:32])[CH3:31])=[O:28])[CH2:23][CH2:22]3)=[CH:18][CH:17]=2)=[O:14])[CH2:9]1.[NH:36]1CC(C(NC2C=CC(OC3CCN(C(OC(C)(C)C)=O)CC3)=CC=2)=O)C1. (7) Given the product [C:1]([O:9][CH2:10][CH2:17][CH:14]1[CH2:15][CH2:16][NH:11][CH2:12][CH2:13]1)(=[O:8])[C:2]1[CH:7]=[CH:6][CH:5]=[CH:4][CH:3]=1, predict the reactants needed to synthesize it. The reactants are: [C:1]([O:9][CH3:10])(=[O:8])[C:2]1[CH:7]=[CH:6][CH:5]=[CH:4][CH:3]=1.[NH:11]1[CH2:16][CH2:15][CH:14]([CH2:17]CO)[CH2:13][CH2:12]1.